Dataset: Catalyst prediction with 721,799 reactions and 888 catalyst types from USPTO. Task: Predict which catalyst facilitates the given reaction. (1) Reactant: [CH3:1][N:2]1[C:6]([N:7]2[C:15]3[C:10](=[CH:11][CH:12]=[CH:13][CH:14]=3)[C:9]([C:16]([O:18]C)=[O:17])=[CH:8]2)=[CH:5][N:4]=[CH:3]1.C[Si](C)(C)[O-].[K+]. Product: [CH3:1][N:2]1[C:6]([N:7]2[C:15]3[C:10](=[CH:11][CH:12]=[CH:13][CH:14]=3)[C:9]([C:16]([OH:18])=[O:17])=[CH:8]2)=[CH:5][N:4]=[CH:3]1. The catalyst class is: 1. (2) Reactant: [CH2:1]([O:8][C:9]1[CH:10]=[CH:11][C:12]([C:18]([O:20]CC)=O)=[C:13]([CH:17]=1)[C:14]([OH:16])=O)[C:2]1[CH:7]=[CH:6][CH:5]=[CH:4][CH:3]=1.[CH2:23]([NH:28][CH2:29][C:30]([O:32][CH2:33][CH3:34])=[O:31])[C:24]([CH3:27])([CH3:26])[CH3:25].Cl.C(N=C=NCCCN(C)C)C.ON1C2C=CC=CC=2N=N1.C(=O)([O-])[O-].[K+].[K+].C(Br)C1C=CC=CC=1.C(O)C.[O-]CC.[Na+].Cl. Product: [CH2:1]([O:8][C:9]1[CH:17]=[C:13]2[C:12]([C:18]([OH:20])=[C:29]([C:30]([O:32][CH2:33][CH3:34])=[O:31])[N:28]([CH2:23][C:24]([CH3:25])([CH3:26])[CH3:27])[C:14]2=[O:16])=[CH:11][CH:10]=1)[C:2]1[CH:3]=[CH:4][CH:5]=[CH:6][CH:7]=1. The catalyst class is: 35. (3) Reactant: [NH2:1][C:2]1[S:3][C:4]2[N:5]=[C:6]([NH:11][C:12]3[CH:13]=[C:14]([NH:19][C:20](=[O:32])[C:21]4[CH:26]=[CH:25][CH:24]=[C:23]([C:27]([C:30]#[N:31])([CH3:29])[CH3:28])[CH:22]=4)[CH:15]=[CH:16][C:17]=3[CH3:18])[N:7]=[CH:8][C:9]=2[N:10]=1.[C:33](Cl)(=[O:35])[CH3:34].C(=O)([O-])O.[Na+]. Product: [C:33]([NH:1][C:2]1[S:3][C:4]2[N:5]=[C:6]([NH:11][C:12]3[CH:13]=[C:14]([NH:19][C:20](=[O:32])[C:21]4[CH:26]=[CH:25][CH:24]=[C:23]([C:27]([C:30]#[N:31])([CH3:29])[CH3:28])[CH:22]=4)[CH:15]=[CH:16][C:17]=3[CH3:18])[N:7]=[CH:8][C:9]=2[N:10]=1)(=[O:35])[CH3:34]. The catalyst class is: 17. (4) Reactant: [OH:1][C@H:2]([C:35]1[CH:40]=[CH:39][CH:38]=[CH:37][CH:36]=1)[C@H:3]1[CH2:7][CH2:6][C@@H:5]([CH2:8][C:9]2[CH:14]=[CH:13][C:12]([C:15]([N:17]3[CH2:27][CH2:26][C:20]4([C:24](=[O:25])[O:23][CH2:22][CH2:21]4)[CH2:19][CH2:18]3)=[O:16])=[CH:11][CH:10]=2)[N:4]1C(OC(C)(C)C)=O.FC(F)(F)C(O)=O. Product: [OH:1][C@H:2]([C:35]1[CH:36]=[CH:37][CH:38]=[CH:39][CH:40]=1)[C@@H:3]1[NH:4][C@H:5]([CH2:8][C:9]2[CH:14]=[CH:13][C:12]([C:15]([N:17]3[CH2:18][CH2:19][C:20]4([C:24](=[O:25])[O:23][CH2:22][CH2:21]4)[CH2:26][CH2:27]3)=[O:16])=[CH:11][CH:10]=2)[CH2:6][CH2:7]1. The catalyst class is: 4. (5) Reactant: [CH3:1][N:2]([CH3:31])[C:3]1([C:26]2[S:27][CH:28]=[CH:29][CH:30]=2)[CH2:8][CH2:7][CH:6]([C:9]2[NH:10][C:11]3[C:16]([C:17]=2[CH2:18][CH2:19][C:20]2[CH:25]=[CH:24][N:23]=[CH:22][CH:21]=2)=[CH:15][CH:14]=[CH:13][CH:12]=3)[CH2:5][CH2:4]1.[Si]([Cl:36])(C)(C)C. Product: [ClH:36].[CH3:31][N:2]([CH3:1])[C:3]1([C:26]2[S:27][CH:28]=[CH:29][CH:30]=2)[CH2:4][CH2:5][CH:6]([C:9]2[NH:10][C:11]3[C:16]([C:17]=2[CH2:18][CH2:19][C:20]2[CH:21]=[CH:22][N:23]=[CH:24][CH:25]=2)=[CH:15][CH:14]=[CH:13][CH:12]=3)[CH2:7][CH2:8]1. The catalyst class is: 13. (6) Reactant: [CH3:1][O:2][C:3]1[C:4]([N:25]2[CH2:30][CH2:29][CH2:28][CH2:27][CH2:26]2)=[CH:5][C:6]([CH:15]2[CH2:20][C:19]([CH3:22])([CH3:21])[CH2:18][C:17]([CH3:24])([CH3:23])[CH2:16]2)=[C:7]([N:9]2[CH2:14][CH2:13][NH:12][CH2:11][CH2:10]2)[CH:8]=1.[CH:31](=O)[CH2:32][CH3:33].C(O[BH-](OC(=O)C)OC(=O)C)(=O)C.[Na+].C(=O)([O-])O.[Na+]. Product: [CH3:1][O:2][C:3]1[C:4]([N:25]2[CH2:26][CH2:27][CH2:28][CH2:29][CH2:30]2)=[CH:5][C:6]([CH:15]2[CH2:16][C:17]([CH3:24])([CH3:23])[CH2:18][C:19]([CH3:21])([CH3:22])[CH2:20]2)=[C:7]([N:9]2[CH2:10][CH2:11][N:12]([CH2:31][CH2:32][CH3:33])[CH2:13][CH2:14]2)[CH:8]=1. The catalyst class is: 362. (7) Reactant: [C:1](=[S:9])([NH2:8])[C:2]1[CH:7]=[CH:6][CH:5]=[CH:4][CH:3]=1.[Cl:10][CH2:11][C:12](=O)[CH2:13]Cl. Product: [Cl:10][CH2:11][C:12]1[N:8]=[C:1]([C:2]2[CH:7]=[CH:6][CH:5]=[CH:4][CH:3]=2)[S:9][CH:13]=1. The catalyst class is: 301. (8) Reactant: Br[C:2]1[CH:3]=[CH:4][CH:5]=[C:6]2[C:10]=1[C:9]([CH2:12][C:13]1[CH:18]=[C:17]([O:19][CH3:20])[CH:16]=[C:15]([O:21][CH3:22])[CH:14]=1)([OH:11])[CH2:8][CH2:7]2.[Si:23]([O:30]C1C=CC=C2C=1C(=O)CC2)([C:26]([CH3:29])([CH3:28])[CH3:27])([CH3:25])[CH3:24].COC1C=C(C=C(OC)C=1)C[Mg]Br. Product: [Si:23]([O:30][C:2]1[CH:3]=[CH:4][CH:5]=[C:6]2[C:10]=1[C:9]([CH2:12][C:13]1[CH:18]=[C:17]([O:19][CH3:20])[CH:16]=[C:15]([O:21][CH3:22])[CH:14]=1)([OH:11])[CH2:8][CH2:7]2)([C:26]([CH3:29])([CH3:28])[CH3:27])([CH3:25])[CH3:24]. The catalyst class is: 1.